Task: Predict the reactants needed to synthesize the given product.. Dataset: Full USPTO retrosynthesis dataset with 1.9M reactions from patents (1976-2016) (1) The reactants are: [CH3:1][N:2]([CH3:12])[C:3]1[CH:11]=[CH:10][C:6]([C:7]([OH:9])=O)=[CH:5][CH:4]=1.ClC(N(C)C)=C(C)C.[Br:21][C:22]1[C:23]([CH3:29])=[C:24]([CH:26]=[CH:27][CH:28]=1)[NH2:25].CCN(C(C)C)C(C)C. Given the product [Br:21][C:22]1[C:23]([CH3:29])=[C:24]([NH:25][C:7](=[O:9])[C:6]2[CH:5]=[CH:4][C:3]([N:2]([CH3:1])[CH3:12])=[CH:11][CH:10]=2)[CH:26]=[CH:27][CH:28]=1, predict the reactants needed to synthesize it. (2) Given the product [OH:18][C:17]1[N:16]=[C:15]([C:19]([O:21][CH2:22][CH3:23])=[O:20])[C:14]([CH3:24])=[N:13][C:12]=1[CH2:11][CH2:10][CH2:9][OH:8], predict the reactants needed to synthesize it. The reactants are: C([O:8][CH2:9][CH2:10][CH2:11][C:12]1[N:13]=[C:14]([CH3:24])[C:15]([C:19]([O:21][CH2:22][CH3:23])=[O:20])=[N:16][C:17]=1[OH:18])C1C=CC=CC=1. (3) The reactants are: Cl[C:2]1[C:11]2=[N:12][N:13](CC3C=CC(OC)=CC=3)[CH:14]=[C:10]2[C:9]2[CH:8]=[C:7]([I:24])[CH:6]=[CH:5][C:4]=2[N:3]=1.[NH2:25][C:26]1[CH:31]=[CH:30][C:29]([C:32]([N:34]2[CH2:38][CH2:37][CH2:36][CH2:35]2)=[O:33])=[CH:28][CH:27]=1.Cl. Given the product [I:24][C:7]1[CH:6]=[CH:5][C:4]2[N:3]=[C:2]([NH:25][C:26]3[CH:31]=[CH:30][C:29]([C:32]([N:34]4[CH2:35][CH2:36][CH2:37][CH2:38]4)=[O:33])=[CH:28][CH:27]=3)[C:11]3[NH:12][N:13]=[CH:14][C:10]=3[C:9]=2[CH:8]=1, predict the reactants needed to synthesize it. (4) The reactants are: Cl.[Cl:2][C:3]1[CH:4]=[C:5]([C:8]2[O:12][N:11]=[C:10]([C@H:13]3[CH2:18][CH2:17][CH2:16][NH:15][CH2:14]3)[N:9]=2)[NH:6][CH:7]=1.[F:19][C:20]1[CH:25]=[C:24]([C:26](O)=[O:27])[CH:23]=[CH:22][N:21]=1. Given the product [Cl:2][C:3]1[CH:4]=[C:5]([C:8]2[O:12][N:11]=[C:10]([C@H:13]3[CH2:18][CH2:17][CH2:16][N:15]([C:26]([C:24]4[CH:23]=[CH:22][N:21]=[C:20]([F:19])[CH:25]=4)=[O:27])[CH2:14]3)[N:9]=2)[NH:6][CH:7]=1, predict the reactants needed to synthesize it. (5) Given the product [Cl:1][C:2]1[CH:14]=[CH:13][C:5]([CH2:6][NH:7][C:8]([CH:10]2[CH2:12][CH2:11]2)=[O:9])=[CH:4][C:3]=1[N:15]1[C:19](=[O:20])[NH:18][C:17]([C:21]2[CH:26]=[CH:25][C:24]([C:37]#[C:36][C:33]3[CH:34]=[CH:35][C:30]([Cl:29])=[CH:31][C:32]=3[F:38])=[CH:23][C:22]=2[F:28])=[N:16]1, predict the reactants needed to synthesize it. The reactants are: [Cl:1][C:2]1[CH:14]=[CH:13][C:5]([CH2:6][NH:7][C:8]([CH:10]2[CH2:12][CH2:11]2)=[O:9])=[CH:4][C:3]=1[N:15]1[C:19](=[O:20])[NH:18][C:17]([C:21]2[CH:26]=[CH:25][C:24](I)=[CH:23][C:22]=2[F:28])=[N:16]1.[Cl:29][C:30]1[CH:35]=[CH:34][C:33]([C:36]#[CH:37])=[C:32]([F:38])[CH:31]=1.CCCC[N+](CCCC)(CCCC)CCCC.[F-]. (6) Given the product [ClH:19].[F:1][C:2]1[CH:9]=[CH:8][C:7]([C:10]([F:13])([F:12])[F:11])=[CH:6][C:3]=1[CH:4]=[N:18][NH:17][C:14]([NH2:16])=[NH:15], predict the reactants needed to synthesize it. The reactants are: [F:1][C:2]1[CH:9]=[CH:8][C:7]([C:10]([F:13])([F:12])[F:11])=[CH:6][C:3]=1[CH:4]=O.[C:14]([NH:17][NH2:18])([NH2:16])=[NH:15].[ClH:19].